This data is from Reaction yield outcomes from USPTO patents with 853,638 reactions. The task is: Predict the reaction yield, written as a fraction of the theoretical maximum amount of product (1.0 means a 100% yield; for example, 0.34 means a 34% yield). (1) The reactants are [CH3:1][O:2][C:3]1[C:8]2[O:9][C:10]3[CH:15]=[CH:14][CH:13]=[CH:12][C:11]=3[C:7]=2[C:6]([C:16]2([C:27]#[N:28])[CH2:25][CH2:24][C:23]3[N:22]=[CH:21][NH:20][C:19](=[O:26])[C:18]=3[CH2:17]2)=[CH:5][CH:4]=1.[C:29](=O)([O-])[O-].[Cs+].[Cs+].IC. The catalyst is CN(C=O)C. The product is [CH3:1][O:2][C:3]1[C:8]2[O:9][C:10]3[CH:15]=[CH:14][CH:13]=[CH:12][C:11]=3[C:7]=2[C:6]([C:16]2([C:27]#[N:28])[CH2:25][CH2:24][C:23]3[N:22]=[CH:21][N:20]([CH3:29])[C:19](=[O:26])[C:18]=3[CH2:17]2)=[CH:5][CH:4]=1. The yield is 0.520. (2) The product is [CH3:9][CH:8]([CH2:7][C@H:6]([CH2:5][NH2:4])[CH2:11][C:12]([OH:14])=[O:16])[CH3:10]. The reactants are COC(=O)[NH:4][CH2:5][C@H:6]([CH2:11][C:12](=[O:14])N)[CH2:7][CH:8]([CH3:10])[CH3:9].[OH-:16].[Na+]. The catalyst is Cl. The yield is 0.215. (3) The reactants are [CH2:1]([O:8][C:9]1[C:10]([C:28]([OH:30])=O)=[N:11][C:12]([CH2:16][C:17]2([C:22]3[CH:27]=[CH:26][CH:25]=[CH:24][CH:23]=3)[CH2:21][CH2:20][CH2:19][CH2:18]2)=[N:13][C:14]=1[OH:15])[C:2]1[CH:7]=[CH:6][CH:5]=[CH:4][CH:3]=1.[Si:31]([O:38][CH2:39][CH2:40][NH:41][CH:42]1[CH2:46][CH2:45][CH2:44][CH2:43]1)([C:34]([CH3:37])([CH3:36])[CH3:35])([CH3:33])[CH3:32].C(N(CC)C(C)C)(C)C.CN(C(ON1N=NC2C=CC=NC1=2)=[N+](C)C)C.F[P-](F)(F)(F)(F)F. The catalyst is CN(C)C=O.O. The product is [Si:31]([O:38][CH2:39][CH2:40][N:41]([CH:42]1[CH2:43][CH2:44][CH2:45][CH2:46]1)[C:28]([C:10]1[C:9]([O:8][CH2:1][C:2]2[CH:3]=[CH:4][CH:5]=[CH:6][CH:7]=2)=[C:14]([OH:15])[N:13]=[C:12]([CH2:16][C:17]2([C:22]3[CH:23]=[CH:24][CH:25]=[CH:26][CH:27]=3)[CH2:21][CH2:20][CH2:19][CH2:18]2)[N:11]=1)=[O:30])([C:34]([CH3:37])([CH3:36])[CH3:35])([CH3:33])[CH3:32]. The yield is 0.623. (4) The reactants are [NH2:1][C:2]1[CH:7]=[C:6]([Cl:8])[C:5]([Cl:9])=[CH:4][N:3]=1.OS(O)(=O)=O.[N+:15]([O-])([OH:17])=[O:16].[OH-].[Na+]. No catalyst specified. The product is [NH2:1][C:2]1[C:7]([N+:15]([O-:17])=[O:16])=[C:6]([Cl:8])[C:5]([Cl:9])=[CH:4][N:3]=1. The yield is 0.260. (5) The reactants are C[O:2][C:3]1[CH:4]=[N:5][CH:6]=[C:7]([S:9][CH3:10])[CH:8]=1.Cl.[NH+]1C=CC=CC=1.[Cl-].[NH4+].Cl. No catalyst specified. The product is [CH3:10][S:9][C:7]1[CH:8]=[C:3]([OH:2])[CH:4]=[N:5][CH:6]=1. The yield is 0.470.